This data is from Forward reaction prediction with 1.9M reactions from USPTO patents (1976-2016). The task is: Predict the product of the given reaction. Given the reactants C(N(CC)CC)C.[Br:8][C:9]1[CH:15]=[CH:14][C:12]([NH2:13])=[CH:11][CH:10]=1.[CH3:16][C:17]([O:20][C:21](O[C:21]([O:20][C:17]([CH3:19])([CH3:18])[CH3:16])=[O:22])=[O:22])([CH3:19])[CH3:18], predict the reaction product. The product is: [C:17]([O:20][C:21](=[O:22])[NH:13][C:12]1[CH:14]=[CH:15][C:9]([Br:8])=[CH:10][CH:11]=1)([CH3:19])([CH3:18])[CH3:16].